This data is from TCR-epitope binding with 47,182 pairs between 192 epitopes and 23,139 TCRs. The task is: Binary Classification. Given a T-cell receptor sequence (or CDR3 region) and an epitope sequence, predict whether binding occurs between them. (1) The epitope is TSDLATNNLVVMAY. The TCR CDR3 sequence is RASSDGTANYGYTF. Result: 1 (the TCR binds to the epitope). (2) The epitope is IVTDFSVIK. The TCR CDR3 sequence is CAVNGLAGPTDTQYF. Result: 1 (the TCR binds to the epitope).